The task is: Predict the reaction yield, written as a fraction of the theoretical maximum amount of product (1.0 means a 100% yield; for example, 0.34 means a 34% yield).. This data is from Reaction yield outcomes from USPTO patents with 853,638 reactions. (1) The reactants are [NH2:1][C:2]1[CH:10]=[CH:9][C:5]([C:6]([OH:8])=[O:7])=[CH:4][C:3]=1[OH:11].Cl.[CH3:13]O. No catalyst specified. The product is [NH2:1][C:2]1[CH:10]=[CH:9][C:5]([C:6]([O:8][CH3:13])=[O:7])=[CH:4][C:3]=1[OH:11]. The yield is 0.970. (2) The reactants are [Br:1][C:2]1[N:3]=[C:4]([Cl:16])[C:5]([NH:8][NH:9]C(=O)C(F)(F)F)=[N:6][CH:7]=1.Cl.C(O)C.C([O-])([O-])=O.[Na+].[Na+]. The catalyst is O. The product is [Br:1][C:2]1[N:3]=[C:4]([Cl:16])[C:5]([NH:8][NH2:9])=[N:6][CH:7]=1. The yield is 0.590. (3) The reactants are C([O:4][C:5]1[CH:6]=[C:7]2[C:11](=[CH:12][CH:13]=1)[N:10]([CH2:14][C:15]1[CH:20]=[CH:19][C:18]([Cl:21])=[CH:17][CH:16]=1)[C:9]([CH3:22])=[C:8]2[C:23](=[O:35])[C:24]([NH:26][C:27]1[CH:32]=[CH:31][N:30]=[C:29]([O:33][CH3:34])[CH:28]=1)=[O:25])(=O)C.O.[OH-].[Li+]. The catalyst is O1CCCC1.O. The product is [Cl:21][C:18]1[CH:17]=[CH:16][C:15]([CH2:14][N:10]2[C:11]3[C:7](=[CH:6][C:5]([OH:4])=[CH:13][CH:12]=3)[C:8]([C:23](=[O:35])[C:24]([NH:26][C:27]3[CH:32]=[CH:31][N:30]=[C:29]([O:33][CH3:34])[CH:28]=3)=[O:25])=[C:9]2[CH3:22])=[CH:20][CH:19]=1. The yield is 0.580. (4) The product is [CH3:2][C:1]1[O:31][C:6]([CH2:7][CH2:8][C:9]2([C:25]3[CH:26]=[CH:27][CH:28]=[CH:29][CH:30]=3)[O:14][C:13](=[O:15])[NH:12][CH2:11][CH2:10]2)=[N:5][N:4]=1. The reactants are [C:1]([NH:4][NH:5][C:6](=[O:31])[CH2:7][CH2:8][C@@:9]1([C:25]2[CH:30]=[CH:29][CH:28]=[CH:27][CH:26]=2)[O:14][C:13](=[O:15])[N:12]([C@H](C2C=CC(Br)=CC=2)C)[CH2:11][CH2:10]1)(=O)[CH3:2].CC[N+](S(N=C(OC)[O-])(=O)=O)(CC)CC. The yield is 0.590. The catalyst is C1COCC1.